Dataset: Full USPTO retrosynthesis dataset with 1.9M reactions from patents (1976-2016). Task: Predict the reactants needed to synthesize the given product. (1) Given the product [N+:11]([CH:14]([CH:3]([CH2:2][C:1]([O:9][CH3:10])=[O:8])[C:4]([O:6][CH3:7])=[O:5])[CH3:15])([O-:13])=[O:12], predict the reactants needed to synthesize it. The reactants are: [C:1]([O:9][CH3:10])(=[O:8])/[CH:2]=[CH:3]\[C:4]([O:6][CH3:7])=[O:5].[N+:11]([CH2:14][CH3:15])([O-:13])=[O:12].[F-].C([N+](CCCC)(CCCC)CCCC)CCC. (2) Given the product [C:1]([N:4]1[CH2:9][CH2:8][N:7]([C:10]2[CH:11]=[CH:12][C:13]([NH:16][C:17](=[O:27])[CH2:18][C:19]3[CH:24]=[C:23]([F:25])[C:22]([C:33]4[CH:32]=[CH:31][N:30]=[C:29]([F:28])[CH:34]=4)=[N:21][CH:20]=3)=[N:14][CH:15]=2)[CH2:6][CH2:5]1)(=[O:3])[CH3:2], predict the reactants needed to synthesize it. The reactants are: [C:1]([N:4]1[CH2:9][CH2:8][N:7]([C:10]2[CH:11]=[CH:12][C:13]([NH:16][C:17](=[O:27])[CH2:18][C:19]3[CH:20]=[N:21][C:22](Cl)=[C:23]([F:25])[CH:24]=3)=[N:14][CH:15]=2)[CH2:6][CH2:5]1)(=[O:3])[CH3:2].[F:28][C:29]1[CH:34]=[C:33](B(O)O)[CH:32]=[CH:31][N:30]=1.COC1C=CC=C(OC)C=1C1C=CC=CC=1P(C1CCCCC1)C1CCCCC1.[O-]P([O-])([O-])=O.[K+].[K+].[K+]. (3) Given the product [C:23]([C:12]1[C:11]([N:1]2[CH2:6][CH2:5][CH:4]([C:7]([OH:9])=[O:8])[CH2:3][CH2:2]2)=[N:16][C:15]([CH3:17])=[C:14]([C:18]([S:19][CH2:20][CH3:21])=[O:22])[CH:13]=1)#[N:24], predict the reactants needed to synthesize it. The reactants are: [NH:1]1[CH2:6][CH2:5][CH:4]([C:7]([OH:9])=[O:8])[CH2:3][CH2:2]1.Cl[C:11]1[N:16]=[C:15]([CH3:17])[C:14]([C:18](=[O:22])[S:19][CH2:20][CH3:21])=[CH:13][C:12]=1[C:23]#[N:24].CCN(C(C)C)C(C)C.[NH4+].[Cl-]. (4) Given the product [C:17]([C:18]1[N:10]=[N:9][C:8]([CH3:11])=[CH:7][CH:6]=1)(=[O:16])[CH3:1], predict the reactants needed to synthesize it. The reactants are: [CH3:1][Mg]I.CC1[N:10]=[N:9][C:8]([C:11]#N)=[CH:7][CH:6]=1.Cl.C([O:16][CH2:17][CH3:18])C. (5) The reactants are: [N:1]1[CH:6]=[CH:5][CH:4]=[C:3]([C:7]2[CH:11]=[C:10]([CH2:12][NH:13]C(=O)OC(C)(C)C)[O:9][N:8]=2)[CH:2]=1.[ClH:21]. Given the product [ClH:21].[ClH:21].[N:1]1[CH:6]=[CH:5][CH:4]=[C:3]([C:7]2[CH:11]=[C:10]([CH2:12][NH2:13])[O:9][N:8]=2)[CH:2]=1, predict the reactants needed to synthesize it. (6) Given the product [CH2:2]([N+:9]([O-:10])=[CH:18][C:17]1[CH:20]=[CH:21][CH:22]=[CH:23][C:16]=1[N:11]1[CH:15]=[CH:14][N:13]=[CH:12]1)[C:3]1[CH:8]=[CH:7][CH:6]=[CH:5][CH:4]=1, predict the reactants needed to synthesize it. The reactants are: Cl.[CH2:2]([NH:9][OH:10])[C:3]1[CH:8]=[CH:7][CH:6]=[CH:5][CH:4]=1.[N:11]1([C:16]2[CH:23]=[CH:22][CH:21]=[CH:20][C:17]=2[CH:18]=O)[CH:15]=[CH:14][N:13]=[CH:12]1. (7) The reactants are: [CH3:1][C:2]1[CH:3]=[C:4]([CH:8]=[CH:9][C:10]=1[C:11]([N:13]1[CH2:17][CH2:16][CH2:15][CH2:14]1)=[O:12])[C:5]([OH:7])=O.CN(C(ON1N=NC2C=CC=CC1=2)=[N+](C)C)C.[B-](F)(F)(F)F.C(N(C(C)C)CC)(C)C.[Cl:49][C:50]1[CH:63]=[CH:62][C:53]2[NH:54][C:55]([C@@H:57]([NH2:61])[CH2:58][CH:59]=[CH2:60])=[N:56][C:52]=2[CH:51]=1.ClCl. Given the product [Cl:49][C:50]1[CH:63]=[CH:62][C:53]2[NH:54][C:55]([C@@H:57]([NH:61][C:5](=[O:7])[C:4]3[CH:8]=[CH:9][C:10]([C:11]([N:13]4[CH2:17][CH2:16][CH2:15][CH2:14]4)=[O:12])=[C:2]([CH3:1])[CH:3]=3)[CH2:58][CH:59]=[CH2:60])=[N:56][C:52]=2[CH:51]=1, predict the reactants needed to synthesize it.